From a dataset of Forward reaction prediction with 1.9M reactions from USPTO patents (1976-2016). Predict the product of the given reaction. Given the reactants [CH3:1][O:2][C:3](=[O:27])[CH2:4][C:5]1[C:9]2[CH:10]=[CH:11][C:12]([O:17][CH2:18][C:19]3[CH:24]=[CH:23][C:22]([Cl:25])=[CH:21][C:20]=3[Cl:26])=[C:13]([C:14](=[O:16])[CH3:15])[C:8]=2[O:7][CH:6]=1.[BH4-].[Na+], predict the reaction product. The product is: [CH3:1][O:2][C:3](=[O:27])[CH2:4][C:5]1[C:9]2[CH:10]=[CH:11][C:12]([O:17][CH2:18][C:19]3[CH:24]=[CH:23][C:22]([Cl:25])=[CH:21][C:20]=3[Cl:26])=[C:13]([CH:14]([OH:16])[CH3:15])[C:8]=2[O:7][CH:6]=1.